From a dataset of Full USPTO retrosynthesis dataset with 1.9M reactions from patents (1976-2016). Predict the reactants needed to synthesize the given product. (1) Given the product [CH3:1][O:2][C:3]1([C:10]2[CH:17]=[CH:16][C:15]([C:18]([F:21])([F:20])[F:19])=[CH:14][C:11]=2[CH2:12][NH:28][CH2:27][C:26]2[CH:29]=[C:30]([C:32]([F:33])([F:34])[F:35])[CH:31]=[C:24]([C:23]([F:22])([F:36])[F:37])[CH:25]=2)[CH2:9][CH2:8][CH2:7][CH2:6][CH2:5][CH2:4]1, predict the reactants needed to synthesize it. The reactants are: [CH3:1][O:2][C:3]1([C:10]2[CH:17]=[CH:16][C:15]([C:18]([F:21])([F:20])[F:19])=[CH:14][C:11]=2[CH:12]=O)[CH2:9][CH2:8][CH2:7][CH2:6][CH2:5][CH2:4]1.[F:22][C:23]([F:37])([F:36])[C:24]1[CH:25]=[C:26]([CH:29]=[C:30]([C:32]([F:35])([F:34])[F:33])[CH:31]=1)[CH2:27][NH2:28].C(O)C.[BH4-].[Na+]. (2) Given the product [CH3:21][S:18]([C:15]1[CH:16]=[CH:17][C:12]([C:10]2[C:24]([C:25](=[O:27])[CH3:26])=[C:23]([CH3:22])[N:1]=[C:2]3[S:6][C:5]4[CH2:7][CH2:8][CH2:9][C:4]=4[C:3]=23)=[CH:13][CH:14]=1)(=[O:20])=[O:19], predict the reactants needed to synthesize it. The reactants are: [NH2:1][C:2]1[S:6][C:5]2[CH2:7][CH2:8][CH2:9][C:4]=2[C:3]=1[C:10]([C:12]1[CH:17]=[CH:16][C:15]([S:18]([CH3:21])(=[O:20])=[O:19])=[CH:14][CH:13]=1)=O.[CH3:22][C:23](=O)[CH2:24][C:25](=[O:27])[CH3:26].